Dataset: Full USPTO retrosynthesis dataset with 1.9M reactions from patents (1976-2016). Task: Predict the reactants needed to synthesize the given product. (1) The reactants are: [CH:1]12[CH2:10][CH:5]3[CH2:6][CH:7]([CH2:9][CH:3]([CH2:4]3)[CH:2]1[NH2:11])[CH2:8]2.[CH:12](=O)[C:13]1[CH:18]=[CH:17][CH:16]=[CH:15][CH:14]=1.Br[C:21]([CH3:28])([CH3:27])[C:22](OCC)=[O:23].Cl. Given the product [CH:1]12[CH2:10][CH:5]3[CH2:6][CH:7]([CH2:9][CH:3]([CH2:4]3)[CH:2]1[N:11]1[CH:12]([C:13]3[CH:18]=[CH:17][CH:16]=[CH:15][CH:14]=3)[C:21]([CH3:28])([CH3:27])[C:22]1=[O:23])[CH2:8]2, predict the reactants needed to synthesize it. (2) Given the product [Br:29][C:7]1[CH:12]=[CH:11][C:10]2[O:14][CH2:15][CH2:16][C:9]=2[CH:8]=1, predict the reactants needed to synthesize it. The reactants are: COC(/C=C/[C:7]1[CH:12]=[C:11](O)[C:10]2[O:14][CH:15](C3C=CC(O)=C(O)C=3)[CH:16](C(OC)=O)[C:9]=2[CH:8]=1)=O.[Br:29]N1C(=O)CCC1=O. (3) Given the product [Cl:1][C:2]1[N:7]=[CH:6][C:5]2[C:8]([C:14]([NH:19][CH2:18][CH3:17])=[O:16])=[CH:9][N:10]([CH:11]([CH3:12])[CH3:13])[C:4]=2[CH:3]=1, predict the reactants needed to synthesize it. The reactants are: [Cl:1][C:2]1[N:7]=[CH:6][C:5]2[C:8]([C:14]([OH:16])=O)=[CH:9][N:10]([CH:11]([CH3:13])[CH3:12])[C:4]=2[CH:3]=1.[CH3:17][CH2:18][N:19](C(C)C)C(C)C.CN(C(ON1N=NC2C=CC=CC1=2)=[N+](C)C)C.F[P-](F)(F)(F)(F)F.Cl.C(N)C. (4) Given the product [Cl:1][C:2]1[CH:7]=[C:6]([I:8])[CH:5]=[CH:4][C:3]=1[NH:9][C:10]1[N:15]([CH3:16])[C:14](=[O:17])[C:13]2[CH:18]=[CH:19][O:20][C:12]=2[C:11]=1[C:21]([NH:29][CH2:28][CH2:27][CH2:26][OH:25])=[O:22], predict the reactants needed to synthesize it. The reactants are: [Cl:1][C:2]1[CH:7]=[C:6]([I:8])[CH:5]=[CH:4][C:3]=1[NH:9][C:10]1[N:15]([CH3:16])[C:14](=[O:17])[C:13]2[CH:18]=[CH:19][O:20][C:12]=2[C:11]=1[C:21](O)=[O:22].C[O:25][CH2:26][CH2:27][CH2:28][NH2:29].B(Br)(Br)Br.